This data is from Peptide-MHC class I binding affinity with 185,985 pairs from IEDB/IMGT. The task is: Regression. Given a peptide amino acid sequence and an MHC pseudo amino acid sequence, predict their binding affinity value. This is MHC class I binding data. The peptide sequence is IVDCLTEMYY. The MHC is HLA-B07:02 with pseudo-sequence HLA-B07:02. The binding affinity (normalized) is 0.0847.